This data is from Catalyst prediction with 721,799 reactions and 888 catalyst types from USPTO. The task is: Predict which catalyst facilitates the given reaction. (1) Reactant: Cl[C:2]1[CH:7]=[C:6]([CH:8]=[O:9])[CH:5]=[CH:4][N:3]=1.[CH2:10]([S:12]([C:15]1[CH:20]=[CH:19][C:18](B(O)O)=[CH:17][CH:16]=1)(=[O:14])=[O:13])[CH3:11].C([O-])([O-])=O.[Na+].[Na+].O. Product: [CH2:10]([S:12]([C:15]1[CH:20]=[CH:19][C:18]([C:2]2[CH:7]=[C:6]([CH:8]=[O:9])[CH:5]=[CH:4][N:3]=2)=[CH:17][CH:16]=1)(=[O:13])=[O:14])[CH3:11]. The catalyst class is: 837. (2) Reactant: [Br:1][CH2:2][C:3]1[CH:8]=[CH:7][CH:6]=[CH:5][C:4]=1[C:9]([C:11]1[CH:16]=[C:15]([O:17]C)[CH:14]=[CH:13][C:12]=1[O:19]C)=[O:10].B(Br)(Br)Br.CCCCCC.CCOC(C)=O. Product: [Br:1][CH2:2][C:3]1[CH:8]=[CH:7][CH:6]=[CH:5][C:4]=1[C:9]([C:11]1[CH:16]=[C:15]([OH:17])[CH:14]=[CH:13][C:12]=1[OH:19])=[O:10]. The catalyst class is: 279. (3) Reactant: [Cl:1][C:2]1[CH:3]=[C:4]2[N:28]=[C:27]([O:29][C@@H:30]3[CH2:34][O:33][C@@H:32]4[C@H:35]([OH:38])[CH2:36][O:37][C@H:31]34)[N:26](COCC[Si](C)(C)C)[C:5]2=[N:6][C:7]=1[C:8]1[CH:13]=[CH:12][C:11]([C:14]2[CH:19]=[CH:18][CH:17]=[C:16]([CH2:20][N:21]=[S:22]([CH3:25])([CH3:24])=[O:23])[CH:15]=2)=[CH:10][CH:9]=1.CO.FC(F)(F)C(O)=O. Product: [Cl:1][C:2]1[CH:3]=[C:4]2[N:28]=[C:27]([O:29][C@@H:30]3[CH2:34][O:33][C@@H:32]4[C@H:35]([OH:38])[CH2:36][O:37][C@H:31]34)[NH:26][C:5]2=[N:6][C:7]=1[C:8]1[CH:9]=[CH:10][C:11]([C:14]2[CH:19]=[CH:18][CH:17]=[C:16]([CH2:20][N:21]=[S:22]([CH3:25])([CH3:24])=[O:23])[CH:15]=2)=[CH:12][CH:13]=1. The catalyst class is: 4. (4) Reactant: Cl[C:2]1[CH:7]=[C:6]([C:8]2[CH:13]=[CH:12][C:11]([Cl:14])=[C:10]([Cl:15])[C:9]=2[Cl:16])[N:5]=[C:4]([NH2:17])[N:3]=1.[CH:18]1([NH2:21])[CH2:20][CH2:19]1.C(N(CC)CC)C. Product: [CH:18]1([NH:21][C:2]2[CH:7]=[C:6]([C:8]3[CH:13]=[CH:12][C:11]([Cl:14])=[C:10]([Cl:15])[C:9]=3[Cl:16])[N:5]=[C:4]([NH2:17])[N:3]=2)[CH2:20][CH2:19]1. The catalyst class is: 51. (5) Reactant: [Br:1][C:2]1[CH:3]=[CH:4][C:5](F)=[N:6][CH:7]=1.O.[NH2:10][NH2:11].C(O)C. Product: [Br:1][C:2]1[CH:3]=[CH:4][C:5]([NH:10][NH2:11])=[N:6][CH:7]=1. The catalyst class is: 6.